This data is from Full USPTO retrosynthesis dataset with 1.9M reactions from patents (1976-2016). The task is: Predict the reactants needed to synthesize the given product. (1) Given the product [C:1]12([NH:11][CH2:12][C:13]3[CH:18]=[CH:17][C:16]([C:23]4[CH:24]=[CH:25][CH:26]=[CH:27][C:22]=4[S:21][CH3:20])=[CH:15][N:14]=3)[CH2:10][CH:5]3[CH2:6][CH:7]([CH2:9][CH:3]([CH2:4]3)[CH2:2]1)[CH2:8]2, predict the reactants needed to synthesize it. The reactants are: [C:1]12([NH:11][CH2:12][C:13]3[CH:18]=[CH:17][C:16](Br)=[CH:15][N:14]=3)[CH2:10][CH:5]3[CH2:6][CH:7]([CH2:9][CH:3]([CH2:4]3)[CH2:2]1)[CH2:8]2.[CH3:20][S:21][C:22]1[CH:27]=[CH:26][CH:25]=[CH:24][C:23]=1B(O)O. (2) Given the product [Cl:20][C:17]1[CH:18]=[CH:19][C:14]([CH:8]([C:5]2[CH:4]=[CH:3][C:2]([Cl:1])=[CH:7][CH:6]=2)[S:9][CH2:10][C:11]([NH:24][CH2:21][CH2:22][CH3:23])=[O:13])=[CH:15][CH:16]=1, predict the reactants needed to synthesize it. The reactants are: [Cl:1][C:2]1[CH:7]=[CH:6][C:5]([CH:8]([C:14]2[CH:19]=[CH:18][C:17]([Cl:20])=[CH:16][CH:15]=2)[S:9][CH2:10][C:11]([OH:13])=O)=[CH:4][CH:3]=1.[CH2:21]([NH2:24])[CH2:22][CH3:23]. (3) Given the product [Br:1][C:2]1[N:3]=[CH:4][C:5]([CH2:8][N:16]2[CH:17]=[CH:18][CH:19]=[CH:20][C:15]2=[N:14][C:12](=[O:13])[C:11]([F:21])([F:22])[F:10])=[CH:6][CH:7]=1, predict the reactants needed to synthesize it. The reactants are: [Br:1][C:2]1[CH:7]=[CH:6][C:5]([CH2:8]Br)=[CH:4][N:3]=1.[F:10][C:11]([F:22])([F:21])[C:12]([N:14]=[C:15]1[CH:20]=[CH:19][CH:18]=[CH:17][NH:16]1)=[O:13].C(=O)([O-])[O-].[K+].[K+]. (4) Given the product [OH:32][CH2:31][C:18]1([N:17]2[CH2:16][CH2:15][CH2:14][NH:13][C:1]2=[O:2])[CH2:19][CH2:20][N:21]([CH2:24][C:25]2[CH:26]=[CH:27][CH:28]=[CH:29][CH:30]=2)[CH2:22][CH2:23]1, predict the reactants needed to synthesize it. The reactants are: [C:1](N1C=CN=C1)(N1C=CN=C1)=[O:2].[NH2:13][CH2:14][CH2:15][CH2:16][NH:17][C:18]1([CH2:31][OH:32])[CH2:23][CH2:22][N:21]([CH2:24][C:25]2[CH:30]=[CH:29][CH:28]=[CH:27][CH:26]=2)[CH2:20][CH2:19]1. (5) Given the product [Cl:1][C:2]1[C:11]2[C:6](=[CH:7][CH:8]=[CH:9][CH:10]=2)[CH:5]=[CH:4][C:3]=1[O:12][CH2:13][CH:14]([NH:16][CH2:23][C:21]1[S:22][C:18]([Cl:17])=[CH:19][CH:20]=1)[CH3:15], predict the reactants needed to synthesize it. The reactants are: [Cl:1][C:2]1[C:11]2[C:6](=[CH:7][CH:8]=[CH:9][CH:10]=2)[CH:5]=[CH:4][C:3]=1[O:12][CH2:13][CH:14]([NH2:16])[CH3:15].[Cl:17][C:18]1[S:22][C:21]([CH:23]=O)=[CH:20][CH:19]=1.